From a dataset of Full USPTO retrosynthesis dataset with 1.9M reactions from patents (1976-2016). Predict the reactants needed to synthesize the given product. (1) Given the product [CH3:1][O:2][C:3]1[CH:4]=[C:5]([CH2:6][OH:7])[CH:9]=[CH:10][N:11]=1, predict the reactants needed to synthesize it. The reactants are: [CH3:1][O:2][C:3]1[CH:4]=[C:5]([CH:9]=[CH:10][N:11]=1)[C:6](O)=[O:7].[H-].[H-].[H-].[H-].[Li+].[Al+3].O.[OH-].[Na+]. (2) Given the product [O:1]1[C:5]2[CH:6]=[CH:7][C:8]([CH2:10][O:11][C:12]3[CH:20]=[CH:19][CH:18]=[C:14]4[C:13]=3[C:21](=[O:23])[N:25]([CH:26]3[CH2:32][CH2:31][C:30](=[O:33])[NH:29][C:27]3=[O:28])[C:15]4=[O:17])=[CH:9][C:4]=2[O:3][CH2:2]1, predict the reactants needed to synthesize it. The reactants are: [O:1]1[C:5]2[CH:6]=[CH:7][C:8]([CH2:10][O:11][C:12]3[CH:20]=[CH:19][CH:18]=[C:14]([C:15]([OH:17])=O)[C:13]=3[C:21]([OH:23])=O)=[CH:9][C:4]=2[O:3][CH2:2]1.Cl.[NH2:25][CH:26]1[CH2:32][CH2:31][C:30](=[O:33])[NH:29][C:27]1=[O:28]. (3) Given the product [Cl:2][C:3]1[C:4]([CH3:11])=[C:5]2[C:6]([C:16]([CH2:15][CH2:14][CH2:13][OH:12])=[CH:17][NH:9]2)=[CH:7][CH:8]=1, predict the reactants needed to synthesize it. The reactants are: Cl.[Cl:2][C:3]1[C:4]([CH3:11])=[C:5]([NH:9]N)[CH:6]=[CH:7][CH:8]=1.[O:12]1[CH:17]=[CH:16][CH2:15][CH2:14][CH2:13]1.